The task is: Predict which catalyst facilitates the given reaction.. This data is from Catalyst prediction with 721,799 reactions and 888 catalyst types from USPTO. Reactant: [C:1]([C:3]1[CH:8]=[CH:7][C:6]([C:9]2[CH:10]=[N:11][N:12]3[CH:17]=[CH:16][C:15]([C:18]4[CH:26]=[CH:25][C:21]([C:22]([OH:24])=O)=[CH:20][CH:19]=4)=[N:14][C:13]=23)=[CH:5][CH:4]=1)#[N:2].CN1CCOCC1.CN(C(ON1N=NC2C=CC=NC1=2)=[N+](C)C)C.F[P-](F)(F)(F)(F)F.[CH3:58][N:59]1[CH2:64][CH2:63][N:62]([CH:65]2[CH2:70][CH2:69][NH:68][CH2:67][CH2:66]2)[CH2:61][CH2:60]1. Product: [CH3:58][N:59]1[CH2:64][CH2:63][N:62]([CH:65]2[CH2:70][CH2:69][N:68]([C:22]([C:21]3[CH:20]=[CH:19][C:18]([C:15]4[CH:16]=[CH:17][N:12]5[N:11]=[CH:10][C:9]([C:6]6[CH:5]=[CH:4][C:3]([C:1]#[N:2])=[CH:8][CH:7]=6)=[C:13]5[N:14]=4)=[CH:26][CH:25]=3)=[O:24])[CH2:67][CH2:66]2)[CH2:61][CH2:60]1. The catalyst class is: 31.